Dataset: NCI-60 drug combinations with 297,098 pairs across 59 cell lines. Task: Regression. Given two drug SMILES strings and cell line genomic features, predict the synergy score measuring deviation from expected non-interaction effect. (1) Drug 1: CC1C(C(CC(O1)OC2CC(CC3=C2C(=C4C(=C3O)C(=O)C5=C(C4=O)C(=CC=C5)OC)O)(C(=O)C)O)N)O.Cl. Drug 2: CCCCC(=O)OCC(=O)C1(CC(C2=C(C1)C(=C3C(=C2O)C(=O)C4=C(C3=O)C=CC=C4OC)O)OC5CC(C(C(O5)C)O)NC(=O)C(F)(F)F)O. Cell line: NCI-H522. Synergy scores: CSS=11.5, Synergy_ZIP=-3.66, Synergy_Bliss=0.485, Synergy_Loewe=-2.64, Synergy_HSA=0.506. (2) Drug 1: CN1C2=C(C=C(C=C2)N(CCCl)CCCl)N=C1CCCC(=O)O.Cl. Drug 2: CN(CCCl)CCCl.Cl. Cell line: MCF7. Synergy scores: CSS=12.4, Synergy_ZIP=-3.13, Synergy_Bliss=2.09, Synergy_Loewe=-6.98, Synergy_HSA=1.87.